This data is from Reaction yield outcomes from USPTO patents with 853,638 reactions. The task is: Predict the reaction yield, written as a fraction of the theoretical maximum amount of product (1.0 means a 100% yield; for example, 0.34 means a 34% yield). (1) The reactants are [CH3:1][NH:2][CH2:3][C:4]1([CH2:8][N:9]2[CH:13]=[C:12]([N+:14]([O-:16])=[O:15])[CH:11]=[N:10]2)[CH2:7][O:6][CH2:5]1.CCN(CC)CC.[F:31][C:30]([F:33])([F:32])[C:29](O[C:29](=[O:34])[C:30]([F:33])([F:32])[F:31])=[O:34]. The catalyst is C(Cl)Cl. The product is [F:33][C:30]([F:31])([F:32])[C:29]([N:2]([CH3:1])[CH2:3][C:4]1([CH2:8][N:9]2[CH:13]=[C:12]([N+:14]([O-:16])=[O:15])[CH:11]=[N:10]2)[CH2:7][O:6][CH2:5]1)=[O:34]. The yield is 1.00. (2) The product is [C:7]1([C:4]2[CH:3]=[C:2]([CH:13]3[CH2:14][CH2:15][N:16]([C:19]([O:21][C:22]([CH3:25])([CH3:24])[CH3:23])=[O:20])[CH2:17][CH2:18]3)[O:6][N:5]=2)[CH:8]=[CH:9][CH:10]=[CH:11][CH:12]=1. The catalyst is CO.O. The reactants are O[C:2]1([CH:13]2[CH2:18][CH2:17][N:16]([C:19]([O:21][C:22]([CH3:25])([CH3:24])[CH3:23])=[O:20])[CH2:15][CH2:14]2)[O:6][N:5]=[C:4]([C:7]2[CH:12]=[CH:11][CH:10]=[CH:9][CH:8]=2)[CH2:3]1.C(=O)([O-])[O-].[Na+].[Na+]. The yield is 0.860. (3) The reactants are [F:1][C:2]([F:18])([F:17])[C:3]1[CH:4]=[CH:5][C:6]([C:9]2[CH:16]=[CH:15][C:12]([CH:13]=O)=[CH:11][CH:10]=2)=[N:7][CH:8]=1.[CH3:19][C:20]([S@@:23]([NH2:25])=[O:24])([CH3:22])[CH3:21]. The catalyst is [O-]CC.[Ti+4].[O-]CC.[O-]CC.[O-]CC. The product is [CH3:19][C:20]([S@@:23](/[N:25]=[CH:13]/[C:12]1[CH:15]=[CH:16][C:9]([C:6]2[CH:5]=[CH:4][C:3]([C:2]([F:18])([F:17])[F:1])=[CH:8][N:7]=2)=[CH:10][CH:11]=1)=[O:24])([CH3:22])[CH3:21]. The yield is 0.810. (4) The reactants are O.[OH-].[Li+].C[O:5][C:6](=[O:48])[CH:7]([NH:18][C:19]([C:21]1[C:30]([NH:31][C:32]([NH:34][C:35]2[C:40]([Cl:41])=[CH:39][C:38]([O:42][C:43]([F:46])([F:45])[F:44])=[CH:37][C:36]=2[Cl:47])=[O:33])=[CH:29][C:28]2[C:23](=[CH:24][CH:25]=[CH:26][CH:27]=2)[CH:22]=1)=[O:20])[C@H:8]1[CH2:13][CH2:12][C@@H:11]([C:14]([F:17])([F:16])[F:15])[CH2:10][CH2:9]1.CO.Cl. The catalyst is C1COCC1.O. The product is [Cl:41][C:40]1[CH:39]=[C:38]([O:42][C:43]([F:44])([F:45])[F:46])[CH:37]=[C:36]([Cl:47])[C:35]=1[NH:34][C:32]([NH:31][C:30]1[C:21]([C:19]([NH:18][CH:7]([C@H:8]2[CH2:13][CH2:12][C@@H:11]([C:14]([F:15])([F:16])[F:17])[CH2:10][CH2:9]2)[C:6]([OH:48])=[O:5])=[O:20])=[CH:22][C:23]2[C:28]([CH:29]=1)=[CH:27][CH:26]=[CH:25][CH:24]=2)=[O:33]. The yield is 0.780. (5) The reactants are [H-].[Na+].[CH3:3][CH2:4][O:5][C:6]([CH:8]([C:16]([O:18][CH2:19][CH3:20])=[O:17])[CH2:9][C:10]1[CH:15]=[CH:14][CH:13]=[CH:12][CH:11]=1)=[O:7].Cl.[CH2:22]([C:26]1[N:27]([CH2:33][C:34]2[CH:39]=[CH:38][CH:37]=[CH:36][C:35]=2[Cl:40])[C:28](CCl)=[CH:29][N:30]=1)[CH2:23][CH2:24][CH3:25]. The catalyst is CN(C)C=O. The product is [CH2:22]([C:26]1[N:27]([CH2:33][C:34]2[CH:39]=[CH:38][CH:37]=[CH:36][C:35]=2[Cl:40])[C:28]([C:8]([CH2:9][C:10]2[CH:15]=[CH:14][CH:13]=[CH:12][CH:11]=2)([C:6]([O:5][CH2:4][CH3:3])=[O:7])[C:16]([O:18][CH2:19][CH3:20])=[O:17])=[CH:29][N:30]=1)[CH2:23][CH2:24][CH3:25]. The yield is 0.850. (6) The reactants are [OH:1][C:2]1[CH:3]=[C:4]2[C:9](=[CH:10][CH:11]=1)[C:8](=[O:12])[CH:7]([CH3:13])[CH2:6][C:5]2([CH3:15])[CH3:14].C1C=CC(N([S:23]([C:26]([F:29])([F:28])[F:27])(=[O:25])=[O:24])[S:23]([C:26]([F:29])([F:28])[F:27])(=[O:25])=[O:24])=CC=1.C(OCC)(=O)C. The catalyst is CN(C)C1C=CN=CC=1.ClCCl.CCCCCC. The product is [CH3:13][CH:7]1[CH2:6][C:5]([CH3:14])([CH3:15])[C:4]2[CH:3]=[C:2]([O:1][S:23]([C:26]([F:29])([F:28])[F:27])(=[O:25])=[O:24])[CH:11]=[CH:10][C:9]=2[C:8]1=[O:12]. The yield is 0.860. (7) The catalyst is C(#N)C.C(OCC)(=O)C. The reactants are [CH3:1][N:2]1[CH:10]=[C:9]2[C:4]([CH:5]=[CH:6][CH:7]=[C:8]2[C@@H:11]2[CH2:13][C@H:12]2[CH2:14][NH:15][C:16](=[O:18])[CH3:17])=[N:3]1.[Xe](F)[F:20]. The product is [F:20][C:10]1[N:2]([CH3:1])[N:3]=[C:4]2[C:9]=1[C:8]([C@@H:11]1[CH2:13][C@H:12]1[CH2:14][NH:15][C:16](=[O:18])[CH3:17])=[CH:7][CH:6]=[CH:5]2. The yield is 0.110. (8) The reactants are [CH3:1][C:2]1[O:6][N:5]=[C:4]([C:7]2[CH:12]=[CH:11][CH:10]=[CH:9][CH:8]=2)[C:3]=1[C:13]1[N:14]=[C:15]2[CH:20]=[C:19]([C:21]#[C:22][Si](C)(C)C)[CH:18]=[CH:17][N:16]2[CH:27]=1.C(=O)([O-])[O-].[K+].[K+]. The catalyst is CO.[Cl-].[Na+].O. The product is [C:21]([C:19]1[CH:18]=[CH:17][N:16]2[CH:27]=[C:13]([C:3]3[C:4]([C:7]4[CH:12]=[CH:11][CH:10]=[CH:9][CH:8]=4)=[N:5][O:6][C:2]=3[CH3:1])[N:14]=[C:15]2[CH:20]=1)#[CH:22]. The yield is 0.810.